From a dataset of Reaction yield outcomes from USPTO patents with 853,638 reactions. Predict the reaction yield, written as a fraction of the theoretical maximum amount of product (1.0 means a 100% yield; for example, 0.34 means a 34% yield). (1) The reactants are [CH3:1][O:2][C:3]1[CH:4]=[C:5]2[C:10](=[CH:11][C:12]=1[O:13][CH3:14])[N:9]=[CH:8][N:7]=[C:6]2[O:15][C:16]1[CH:22]=[CH:21][C:19]([NH2:20])=[CH:18][CH:17]=1.[C:23]1(C)C=C[CH:26]=[CH:25][CH:24]=1.ClC(Cl)([O:33][C:34](=O)[O:35]C(Cl)(Cl)Cl)Cl.C(=O)(O)[O-].[Na+]. The catalyst is C(Cl)Cl.C(O)CCC.C(N(CC)CC)C. The product is [CH3:1][O:2][C:3]1[CH:4]=[C:5]2[C:10](=[CH:11][C:12]=1[O:13][CH3:14])[N:9]=[CH:8][N:7]=[C:6]2[O:15][C:16]1[CH:22]=[CH:21][C:19]([NH:20][C:34](=[O:33])[O:35][CH2:26][CH2:25][CH2:24][CH3:23])=[CH:18][CH:17]=1. The yield is 0.580. (2) The reactants are [NH2:1][C:2]1=[N:3][C:4](=[O:33])[N:5]([CH3:32])/[C:6]/1=[CH:7]\[C:8]1[CH:13]=[CH:12][C:11]([O:14][CH2:15][C:16]2[CH:21]=[CH:20][C:19]([C:22]([F:25])([F:24])[F:23])=[CH:18][C:17]=2[C:26]([F:29])([F:28])[F:27])=[C:10]([O:30][CH3:31])[CH:9]=1.[CH3:34][N:35]1[CH2:39][CH2:38][CH2:37][CH:36]1[CH2:40][CH2:41]N. The catalyst is CO. The product is [F:29][C:26]([F:27])([F:28])[C:17]1[CH:18]=[C:19]([C:22]([F:25])([F:23])[F:24])[CH:20]=[CH:21][C:16]=1[CH2:15][O:14][C:11]1[CH:12]=[CH:13][C:8](/[CH:7]=[C:6]2/[C:2]([NH:1][CH2:41][CH2:40][CH:36]3[CH2:37][CH2:38][CH2:39][N:35]3[CH3:34])=[N:3][C:4](=[O:33])[N:5]/2[CH3:32])=[CH:9][C:10]=1[O:30][CH3:31]. The yield is 0.700. (3) The reactants are [C:1]([C:3]1[CH:8]=[CH:7][CH:6]=[CH:5][C:4]=1[C:9]1[CH:14]=[CH:13][C:12]([CH2:15][CH:16]([C:22](=O)[CH2:23][CH2:24][CH3:25])[C:17](OCC)=[O:18])=[CH:11][CH:10]=1)#[N:2].[N:27]1[N:28]=[C:29]([NH:32][CH:33]2[CH2:38][CH2:37][CH:36]([C:39]([O:41][CH2:42][CH3:43])=[O:40])[CH2:35][CH2:34]2)[NH:30][CH:31]=1.C(N(CC)C1C=CC=CC=1)C. The catalyst is C(OCC)(=O)C. The product is [C:1]([C:3]1[CH:8]=[CH:7][CH:6]=[CH:5][C:4]=1[C:9]1[CH:10]=[CH:11][C:12]([CH2:15][C:16]2[C:17](=[O:18])[N:32]([C@H:33]3[CH2:34][CH2:35][C@H:36]([C:39]([O:41][CH2:42][CH3:43])=[O:40])[CH2:37][CH2:38]3)[C:29]3[N:28]([N:27]=[CH:31][N:30]=3)[C:22]=2[CH2:23][CH2:24][CH3:25])=[CH:13][CH:14]=1)#[N:2]. The yield is 0.310. (4) The reactants are [OH:1][CH2:2][C:3]1[N:7]([CH2:8][O:9][CH2:10][CH2:11][Si:12]([CH3:15])([CH3:14])[CH3:13])[CH:6]=[N:5][C:4]=1[C:16]1[CH:23]=[CH:22][C:19]([C:20]#[N:21])=[CH:18][CH:17]=1. The catalyst is ClCCl.O=[Mn]=O. The product is [CH:2]([C:3]1[N:7]([CH2:8][O:9][CH2:10][CH2:11][Si:12]([CH3:15])([CH3:14])[CH3:13])[CH:6]=[N:5][C:4]=1[C:16]1[CH:23]=[CH:22][C:19]([C:20]#[N:21])=[CH:18][CH:17]=1)=[O:1]. The yield is 0.640. (5) The reactants are [CH2:1]([O:3][C:4](=[O:12])[C:5]1[CH:10]=[CH:9][CH:8]=[C:7]([NH2:11])[CH:6]=1)[CH3:2].[F:13][C:14]1[CH:19]=[CH:18][CH:17]=[C:16]([F:20])[C:15]=1[S:21](Cl)(=[O:23])=[O:22].N1C=CC=CC=1. The catalyst is C(Cl)Cl. The product is [F:13][C:14]1[CH:19]=[CH:18][CH:17]=[C:16]([F:20])[C:15]=1[S:21]([NH:11][C:7]1[CH:6]=[C:5]([CH:10]=[CH:9][CH:8]=1)[C:4]([O:3][CH2:1][CH3:2])=[O:12])(=[O:23])=[O:22]. The yield is 0.950. (6) The reactants are [Cl:1][C:2]1[CH:21]=[CH:20][C:5]([CH2:6][S:7][C:8]2[O:12][C:11]([C:13]3[CH:18]=[CH:17][N:16]=[C:15]([NH2:19])[CH:14]=3)=[N:10][N:9]=2)=[CH:4][CH:3]=1.[CH2:22]([N:29]=[C:30]=[O:31])[C:23]1[CH:28]=[CH:27][CH:26]=[CH:25][CH:24]=1. The product is [CH2:22]([NH:29][C:30]([NH:19][C:15]1[CH:14]=[C:13]([C:11]2[O:12][C:8]([S:7][CH2:6][C:5]3[CH:20]=[CH:21][C:2]([Cl:1])=[CH:3][CH:4]=3)=[N:9][N:10]=2)[CH:18]=[CH:17][N:16]=1)=[O:31])[C:23]1[CH:28]=[CH:27][CH:26]=[CH:25][CH:24]=1. The yield is 0.560. The catalyst is O1CCCC1.